This data is from Full USPTO retrosynthesis dataset with 1.9M reactions from patents (1976-2016). The task is: Predict the reactants needed to synthesize the given product. (1) The reactants are: [Br:1][C:2]1[CH:7]=[C:6]([C:8]#[CH:9])[CH:5]=[CH:4][C:3]=1[F:10].[C:11]([O:14][C:15]1[CH:20]=[C:19](I)[CH:18]=[CH:17][C:16]=1[O:22][CH3:23])(=[O:13])[CH3:12].C(N(CC)CC)C. Given the product [C:11]([O:14][C:15]1[CH:20]=[C:19]([C:9]#[C:8][C:6]2[CH:5]=[CH:4][C:3]([F:10])=[C:2]([Br:1])[CH:7]=2)[CH:18]=[CH:17][C:16]=1[O:22][CH3:23])(=[O:13])[CH3:12], predict the reactants needed to synthesize it. (2) Given the product [CH3:1][O:2][C:3]([C@H:5]1[CH2:6][CH2:7][C@H:8]([C:11]2[O:13][N:38]=[C:31]([C:19]3[CH:20]=[CH:21][CH:18]=[CH:17][N:16]=3)[N:30]=2)[CH2:9][CH2:10]1)=[O:4], predict the reactants needed to synthesize it. The reactants are: [CH3:1][O:2][C:3]([CH:5]1[CH2:10][CH2:9][CH:8]([C:11]([OH:13])=O)[CH2:7][CH2:6]1)=[O:4].C([N:16]([CH2:19][CH3:20])[CH2:17][CH3:18])C.[CH2:21](OC(Cl)=O)C(C)C.O[NH:30][C:31](=[NH:38])C1C=CN=CC=1. (3) Given the product [Cl:1][C:2]1[CH:7]=[CH:6][C:5]([NH:8][C:9]([NH:11][C:12]2[CH:17]=[CH:16][C:15]([O:18][C:19]3[CH:24]=[C:23]([NH:33][CH2:34][CH2:35][OH:36])[N:22]=[CH:21][N:20]=3)=[CH:14][CH:13]=2)=[O:10])=[CH:4][C:3]=1[C:29]([F:32])([F:31])[F:30], predict the reactants needed to synthesize it. The reactants are: [Cl:1][C:2]1[CH:7]=[CH:6][C:5]([NH:8][C:9]([NH:11][C:12]2[CH:17]=[CH:16][C:15]([O:18][C:19]3[CH:24]=[C:23](S(C)(=O)=O)[N:22]=[CH:21][N:20]=3)=[CH:14][CH:13]=2)=[O:10])=[CH:4][C:3]=1[C:29]([F:32])([F:31])[F:30].[NH2:33][CH2:34][CH2:35][OH:36]. (4) Given the product [CH3:28][O:29][C:30]1[CH:35]=[C:34]([C:2]2[N:7]3[N:8]=[CH:9][N:10]=[C:6]3[C:5]([NH:11][C:12]3[CH:27]=[CH:26][C:15]([C:16]([NH:18][CH2:19][C:20]4[CH:21]=[N:22][CH:23]=[CH:24][CH:25]=4)=[O:17])=[CH:14][CH:13]=3)=[CH:4][CH:3]=2)[CH:33]=[CH:32][N:31]=1, predict the reactants needed to synthesize it. The reactants are: Cl[C:2]1[N:7]2[N:8]=[CH:9][N:10]=[C:6]2[C:5]([NH:11][C:12]2[CH:27]=[CH:26][C:15]([C:16]([NH:18][CH2:19][C:20]3[CH:21]=[N:22][CH:23]=[CH:24][CH:25]=3)=[O:17])=[CH:14][CH:13]=2)=[CH:4][CH:3]=1.[CH3:28][O:29][C:30]1[CH:35]=[C:34](B(O)O)[CH:33]=[CH:32][N:31]=1.CC([O-])(C)C.[Na+]. (5) Given the product [Si:49]([O:48][C@H:38]([CH2:39][O:40][Si:41]([C:44]([CH3:45])([CH3:47])[CH3:46])([CH3:43])[CH3:42])[CH2:37][C@H:22]1[O:21][C@@H:20]([CH2:19][C@H:13]2[O:12][C@@H:11]([CH2:10][CH2:9][CH2:8][OH:7])[CH2:16][C@@H:15]([CH3:17])[C:14]2=[CH2:18])[C@H:24]([CH2:25][S:26]([C:29]2[CH:30]=[CH:31][CH:32]=[CH:33][CH:34]=2)(=[O:27])=[O:28])[C@H:23]1[O:35][CH3:36])([C:52]([CH3:55])([CH3:54])[CH3:53])([CH3:51])[CH3:50], predict the reactants needed to synthesize it. The reactants are: C([O:7][CH2:8][CH2:9][CH2:10][C@H:11]1[CH2:16][C@@H:15]([CH3:17])[C:14](=[CH2:18])[C@@H:13]([CH2:19][C@H:20]2[C@H:24]([CH2:25][S:26]([C:29]3[CH:34]=[CH:33][CH:32]=[CH:31][CH:30]=3)(=[O:28])=[O:27])[C@@H:23]([O:35][CH3:36])[C@@H:22]([CH2:37][C@H:38]([O:48][Si:49]([C:52]([CH3:55])([CH3:54])[CH3:53])([CH3:51])[CH3:50])[CH2:39][O:40][Si:41]([C:44]([CH3:47])([CH3:46])[CH3:45])([CH3:43])[CH3:42])[O:21]2)[O:12]1)(=O)C(C)(C)C.CC(C[AlH]CC(C)C)C.C1(C)C=CC=CC=1.CO.Cl.